The task is: Predict the reactants needed to synthesize the given product.. This data is from Full USPTO retrosynthesis dataset with 1.9M reactions from patents (1976-2016). (1) Given the product [C:1]([O:5][C:6](=[O:34])[CH:7]([CH2:19][C@H:20]1[CH2:25][CH2:24][C@H:23]([NH:26][C:27]([O:29][C:30]([CH3:33])([CH3:32])[CH3:31])=[O:28])[CH2:22][CH2:21]1)[CH2:8][C:9]([OH:11])=[O:10])([CH3:3])([CH3:4])[CH3:2], predict the reactants needed to synthesize it. The reactants are: [C:1]([O:5][C:6](=[O:34])[C:7](=[CH:19][C@H:20]1[CH2:25][CH2:24][C@H:23]([NH:26][C:27]([O:29][C:30]([CH3:33])([CH3:32])[CH3:31])=[O:28])[CH2:22][CH2:21]1)[CH2:8][C:9]([O:11]CC1C=CC=CC=1)=[O:10])([CH3:4])([CH3:3])[CH3:2]. (2) The reactants are: [O:1]1[C:5]2[CH:6]=[CH:7][C:8]([CH2:10][N:11]([CH2:17][C:18]3[C:19](=[O:30])[NH:20][C:21]4[C:26]([CH:27]=3)=[CH:25][CH:24]=[C:23]([CH3:28])[C:22]=4[CH3:29])[C:12](NCC)=[O:13])=[CH:9][C:4]=2[O:3][CH2:2]1.[CH:31](N(CC)C(C)C)(C)[CH3:32].C(Cl)(=O)CC. Given the product [O:1]1[C:5]2[CH:6]=[CH:7][C:8]([CH2:10][N:11]([CH2:17][C:18]3[C:19](=[O:30])[NH:20][C:21]4[C:26]([CH:27]=3)=[CH:25][CH:24]=[C:23]([CH3:28])[C:22]=4[CH3:29])[C:12](=[O:13])[CH2:31][CH3:32])=[CH:9][C:4]=2[O:3][CH2:2]1, predict the reactants needed to synthesize it. (3) Given the product [ClH:33].[ClH:33].[F:1][C:2]1[CH:3]=[C:4]2[C@:10]3([CH2:15][CH2:14][CH2:13][NH:12][CH2:11]3)[CH2:9][N:8]([C:23]3[C:24]4[C@H:31]([CH3:32])[CH2:30][CH2:29][C:25]=4[N:26]=[CH:27][N:28]=3)[C:5]2=[CH:6][CH:7]=1, predict the reactants needed to synthesize it. The reactants are: [F:1][C:2]1[CH:3]=[C:4]2[C:10]3([CH2:15][CH2:14][CH2:13][N:12](C(OC(C)(C)C)=O)[CH2:11]3)[CH2:9][N:8]([C:23]3[C:24]4[C@H:31]([CH3:32])[CH2:30][CH2:29][C:25]=4[N:26]=[CH:27][N:28]=3)[C:5]2=[CH:6][CH:7]=1.[ClH:33]. (4) Given the product [Br:2]/[CH:3]=[CH:32]/[C:31]1[C:30]([Cl:29])=[CH:37][CH:36]=[CH:35][C:34]=1[Cl:38], predict the reactants needed to synthesize it. The reactants are: [Br-].[Br:2][CH2:3][P+](C1C=CC=CC=1)(C1C=CC=CC=1)C1C=CC=CC=1.CC(C)([O-])C.[K+].[Cl:29][C:30]1[CH:37]=[CH:36][CH:35]=[C:34]([Cl:38])[C:31]=1[CH:32]=O. (5) Given the product [CH:21]1[C:22]2[C:17](=[CH:16][C:15]([NH:14][CH:11]3[CH2:12][CH2:13][NH:8][CH2:9][CH2:10]3)=[CH:24][CH:23]=2)[CH:18]=[CH:19][N:20]=1, predict the reactants needed to synthesize it. The reactants are: C(OC([N:8]1[CH2:13][CH2:12][CH:11]([NH:14][C:15]2[CH:16]=[C:17]3[C:22](=[CH:23][CH:24]=2)[CH:21]=[N:20][CH:19]=[CH:18]3)[CH2:10][CH2:9]1)=O)(C)(C)C. (6) Given the product [CH2:10]([O:14][CH2:15][CH2:16][O:17][CH:18]([O:6][C:5](=[O:7])[CH2:4][CH2:3][CH2:2][C:1]([O:9][CH:18]([O:17][CH2:16][CH2:15][O:14][CH2:10][CH:11]1[O:13][CH2:12]1)[CH3:19])=[O:8])[CH3:19])[CH:11]1[O:13][CH2:12]1, predict the reactants needed to synthesize it. The reactants are: [C:1]([OH:9])(=[O:8])[CH2:2][CH2:3][CH2:4][C:5]([OH:7])=[O:6].[CH2:10]([O:14][CH2:15][CH2:16][O:17][CH:18]=[CH2:19])[CH:11]1[O:13][CH2:12]1.